Dataset: Reaction yield outcomes from USPTO patents with 853,638 reactions. Task: Predict the reaction yield, written as a fraction of the theoretical maximum amount of product (1.0 means a 100% yield; for example, 0.34 means a 34% yield). (1) The reactants are [F:1][C:2]1[CH:3]=[N:4][C:5]2[C:10]([C:11]=1[CH2:12][CH2:13][C@H:14]1[O:19][CH2:18][C@H:17]([NH:20]C(=O)OC(C)(C)C)[CH2:16][CH2:15]1)=[N:9][C:8]([O:28][CH3:29])=[CH:7][CH:6]=2.Cl. The catalyst is O1CCOCC1. The product is [F:1][C:2]1[CH:3]=[N:4][C:5]2[C:10]([C:11]=1[CH2:12][CH2:13][C@H:14]1[O:19][CH2:18][C@H:17]([NH2:20])[CH2:16][CH2:15]1)=[N:9][C:8]([O:28][CH3:29])=[CH:7][CH:6]=2. The yield is 1.00. (2) The reactants are [Br:1][C:2]1[CH:7]=[CH:6][C:5]([NH2:8])=[CH:4][C:3]=1[O:9][C:10]([F:13])([F:12])[F:11].C(N(CC)C(C)C)(C)C.OC(C(F)(F)F)=O.[C:30]([O:34][C:35]([N:37]1[CH2:42][C@@H:41]([CH3:43])[N:40]([C:44]2[CH:49]=[CH:48][C:47]([C:50](O)=[O:51])=[CH:46][N:45]=2)[CH2:39][C@@H:38]1[CH3:53])=[O:36])([CH3:33])([CH3:32])[CH3:31].CN(C(ON1N=NC2C=CC(=CC1=2)Cl)=[N+](C)C)C.F[P-](F)(F)(F)(F)F. The catalyst is CN(C)C(=O)C. The product is [C:30]([O:34][C:35]([N:37]1[CH2:42][C@@H:41]([CH3:43])[N:40]([C:44]2[CH:49]=[CH:48][C:47]([C:50](=[O:51])[NH:8][C:5]3[CH:6]=[CH:7][C:2]([Br:1])=[C:3]([O:9][C:10]([F:12])([F:11])[F:13])[CH:4]=3)=[CH:46][N:45]=2)[CH2:39][C@@H:38]1[CH3:53])=[O:36])([CH3:31])([CH3:32])[CH3:33]. The yield is 0.360. (3) The reactants are [OH:1][CH2:2][CH:3]1[O:8][CH2:7][C@@H:6]([NH:9][C:10](=[O:16])[O:11][C:12]([CH3:15])([CH3:14])[CH3:13])[CH2:5][CH2:4]1.[CH3:17][S:18](Cl)(=[O:20])=[O:19]. The catalyst is ClCCl. The product is [CH3:17][S:18]([O:1][CH2:2][CH:3]1[CH2:4][CH2:5][C@H:6]([NH:9][C:10]([O:11][C:12]([CH3:13])([CH3:15])[CH3:14])=[O:16])[CH2:7][O:8]1)(=[O:20])=[O:19]. The yield is 0.860. (4) The reactants are [C:1]([O:5][C:6]([N:8]1[CH2:13][CH2:12][CH:11]([NH:14][C:15]([C:17]2[CH:18]=[C:19]([C:39]3[CH:44]=[C:43]([CH:45]([CH3:47])[CH3:46])[CH:42]=[CH:41][C:40]=3[O:48][CH3:49])[C:20]([O:31][CH2:32][C:33]3[CH:38]=[CH:37][CH:36]=[CH:35][CH:34]=3)=[CH:21][C:22]=2[O:23][CH2:24][C:25]2[CH:30]=[CH:29][CH:28]=[CH:27][CH:26]=2)=O)[CH2:10][CH2:9]1)=[O:7])([CH3:4])([CH3:3])[CH3:2].P(Cl)(Cl)(Cl)(Cl)Cl.[Si]([N:60]=[N+:61]=[N-:62])(C)(C)C. The catalyst is ClCCl. The product is [C:1]([O:5][C:6]([N:8]1[CH2:13][CH2:12][CH:11]([N:14]2[C:15]([C:17]3[CH:18]=[C:19]([C:39]4[CH:44]=[C:43]([CH:45]([CH3:47])[CH3:46])[CH:42]=[CH:41][C:40]=4[O:48][CH3:49])[C:20]([O:31][CH2:32][C:33]4[CH:34]=[CH:35][CH:36]=[CH:37][CH:38]=4)=[CH:21][C:22]=3[O:23][CH2:24][C:25]3[CH:30]=[CH:29][CH:28]=[CH:27][CH:26]=3)=[N:62][N:61]=[N:60]2)[CH2:10][CH2:9]1)=[O:7])([CH3:3])([CH3:4])[CH3:2]. The yield is 0.590. (5) The reactants are [CH3:1][C:2]1([CH3:53])[CH2:11][CH:10]([O:12][Si](C(C)C)(C(C)C)C(C)C)[C:9]2[C:4](=[CH:5][CH:6]=[C:7]([N:23]3[C:28](=[O:29])[C:27]([CH2:30][C:31]4[CH:36]=[CH:35][C:34]([C:37]5[CH:42]=[CH:41][CH:40]=[CH:39][C:38]=5[C:43]5[NH:47][C:46](=[O:48])[O:45][N:44]=5)=[CH:33][CH:32]=4)=[C:26]([CH2:49][CH2:50][CH3:51])[N:25]=[C:24]3[CH3:52])[CH:8]=2)[O:3]1.[F-].C([N+](CCCC)(CCCC)CCCC)CCC. The catalyst is O1CCCC1.C(OCC)(=O)C. The product is [OH:12][CH:10]1[C:9]2[C:4](=[CH:5][CH:6]=[C:7]([N:23]3[C:28](=[O:29])[C:27]([CH2:30][C:31]4[CH:32]=[CH:33][C:34]([C:37]5[CH:42]=[CH:41][CH:40]=[CH:39][C:38]=5[C:43]5[NH:47][C:46](=[O:48])[O:45][N:44]=5)=[CH:35][CH:36]=4)=[C:26]([CH2:49][CH2:50][CH3:51])[N:25]=[C:24]3[CH3:52])[CH:8]=2)[O:3][C:2]([CH3:1])([CH3:53])[CH2:11]1. The yield is 0.950.